The task is: Predict which catalyst facilitates the given reaction.. This data is from Catalyst prediction with 721,799 reactions and 888 catalyst types from USPTO. (1) Reactant: [CH3:1][I:2].[C:3]1([N:9]2[CH:13]=[N:12][CH:11]=[N:10]2)[CH:8]=[CH:7][CH:6]=[CH:5][CH:4]=1. Product: [I-:2].[C:3]1([N+:9]2[N:10]=[CH:11][N:12]([CH3:1])[CH:13]=2)[CH:4]=[CH:5][CH:6]=[CH:7][CH:8]=1. The catalyst class is: 10. (2) Reactant: BrC1C=CC(O)=C(C2C=[CH:16][C:15]3[C:10](=[CH:11][CH:12]=[C:13]([C:18]4[N:22]([CH:23]5[CH2:28][CH2:27][CH2:26][CH2:25][CH2:24]5)[C:21]5[CH:29]=[CH:30][C:31]([C:33]([OH:35])=[O:34])=[CH:32][C:20]=5[N:19]=4)[CH:14]=3)[N:9]=2)C=1.C(OC(C1C=CC2N(C3CCCCC3)C(C3C=CC(N)=C(C=O)C=3)=NC=2C=1)=O)C.[OH:66][C:67]1[C:75]2[O:74][C:73]([C:76](=O)[CH3:77])=[CH:72][C:71]=2[CH:70]=[CH:69][CH:68]=1.[OH-].[K+]. Product: [CH:23]1([N:22]2[C:21]3[CH:29]=[CH:30][C:31]([C:33]([OH:35])=[O:34])=[CH:32][C:20]=3[N:19]=[C:18]2[C:13]2[CH:14]=[C:15]3[C:10](=[CH:11][CH:12]=2)[N:9]=[C:76]([C:73]2[O:74][C:75]4[C:67]([OH:66])=[CH:68][CH:69]=[CH:70][C:71]=4[CH:72]=2)[CH:77]=[CH:16]3)[CH2:24][CH2:25][CH2:26][CH2:27][CH2:28]1. The catalyst class is: 8. (3) Reactant: [CH2:1]([C:5]1[N:9]([C:10]2[CH:15]=[CH:14][C:13]([Cl:16])=[CH:12][CH:11]=2)[C:8]([C:17]2[CH:22]=[CH:21][CH:20]=[CH:19][C:18]=2[Cl:23])=[N:7][C:6]=1[C:24](Cl)=[O:25])[CH2:2][CH2:3][CH3:4].[NH2:27][N:28]1[CH2:33][CH2:32][CH2:31][CH2:30][CH2:29]1.CCN(CC)CC. Product: [CH2:1]([C:5]1[N:9]([C:10]2[CH:11]=[CH:12][C:13]([Cl:16])=[CH:14][CH:15]=2)[C:8]([C:17]2[CH:22]=[CH:21][CH:20]=[CH:19][C:18]=2[Cl:23])=[N:7][C:6]=1[C:24]([NH:27][N:28]1[CH2:33][CH2:32][CH2:31][CH2:30][CH2:29]1)=[O:25])[CH2:2][CH2:3][CH3:4]. The catalyst class is: 2. (4) Reactant: [OH-].[Na+].Cl[CH2:4][C@H:5]([OH:8])[CH2:6][OH:7].[C:9]1([C:11](=[CH:13][CH:14]=[CH:15][CH:16]=1)[OH:12])[OH:10].Cl. Product: [OH:10][C:9]1[CH:16]=[CH:15][CH:14]=[CH:13][C:11]=1[O:12][CH2:4][C@H:5]([OH:8])[CH2:6][OH:7]. The catalyst class is: 6. (5) Reactant: [CH2:1]([O:11][C:12](=[O:15])[CH:13]=[CH2:14])[CH2:2][CH2:3][CH2:4][CH2:5][CH2:6][CH2:7][CH2:8][CH2:9][CH3:10].[C:16]([NH2:20])(=[O:19])[CH:17]=[CH2:18]. Product: [CH2:1]([O:11][C:12](=[O:15])[CH:13]=[CH2:14])[CH2:2][CH2:3][CH2:4][CH2:5][CH2:6][CH2:7][CH2:8][CH2:9][CH3:10].[C:16]([NH2:20])(=[O:19])[CH:17]=[CH2:18]. The catalyst class is: 32.